Dataset: Catalyst prediction with 721,799 reactions and 888 catalyst types from USPTO. Task: Predict which catalyst facilitates the given reaction. (1) Product: [CH3:31][C:2]1([CH3:1])[CH2:7][CH2:6][C:5]([C:8]2[CH:13]=[C:12]([C:14]3([NH:40][CH2:39][CH2:38][O:37][CH3:36])[CH2:15][CH2:16][CH2:17][CH2:18][CH2:19]3)[CH:11]=[CH:10][C:9]=2[NH:21][C:22]([C:24]2[NH:25][CH:26]=[C:27]([C:29]#[N:30])[N:28]=2)=[O:23])=[CH:4][CH2:3]1. Reactant: [CH3:1][C:2]1([CH3:31])[CH2:7][CH2:6][C:5]([C:8]2[CH:13]=[C:12]([C:14]3(O)[CH2:19][CH2:18][CH2:17][CH2:16][CH2:15]3)[CH:11]=[CH:10][C:9]=2[NH:21][C:22]([C:24]2[NH:25][CH:26]=[C:27]([C:29]#[N:30])[N:28]=2)=[O:23])=[CH:4][CH2:3]1.O=S(Cl)Cl.[CH3:36][O:37][CH2:38][CH2:39][NH2:40]. The catalyst class is: 91. (2) Reactant: C[Al](C)C.[NH:5]1[CH2:10][CH2:9][O:8][CH2:7][CH2:6]1.[Si:11]([O:18][CH2:19][C:20]1[N:21]=[C:22]([Cl:30])[S:23][C:24]=1[C:25](OCC)=[O:26])([C:14]([CH3:17])([CH3:16])[CH3:15])([CH3:13])[CH3:12].Cl. Product: [Si:11]([O:18][CH2:19][C:20]1[N:21]=[C:22]([Cl:30])[S:23][C:24]=1[C:25]([N:5]1[CH2:10][CH2:9][O:8][CH2:7][CH2:6]1)=[O:26])([C:14]([CH3:17])([CH3:15])[CH3:16])([CH3:13])[CH3:12]. The catalyst class is: 2. (3) Reactant: [NH2:1][C:2]([C@:4]1([CH3:31])[CH2:8][CH2:7][C@H:6]([C:9]2[CH:14]=[CH:13][C:12]([O:15][CH2:16][C:17]3[CH:22]=[CH:21][CH:20]=[CH:19][C:18]=3[F:23])=[CH:11][CH:10]=2)[N:5]1C(OC(C)(C)C)=O)=[O:3].C([Cl:35])(C)=O. Product: [ClH:35].[F:23][C:18]1[CH:19]=[CH:20][CH:21]=[CH:22][C:17]=1[CH2:16][O:15][C:12]1[CH:13]=[CH:14][C:9]([C@@H:6]2[NH:5][C@:4]([CH3:31])([C:2]([NH2:1])=[O:3])[CH2:8][CH2:7]2)=[CH:10][CH:11]=1. The catalyst class is: 370. (4) Reactant: [K].[CH:2]1([S:5]([N:8]2[C:12]3[C:13]4[O:17][CH:16]=[N:15][C:14]=4[C:18]([F:21])=[C:19]([F:20])[C:11]=3[N:10]([C:22]3[CH:27]=[CH:26][C:25]([I:28])=[CH:24][C:23]=3[F:29])C2=O)(=[O:7])=[O:6])[CH2:4][CH2:3]1.C(OCC)(=O)C. Product: [F:21][C:18]1[C:14]2[N:15]=[CH:16][O:17][C:13]=2[C:12]([NH:8][S:5]([CH:2]2[CH2:4][CH2:3]2)(=[O:7])=[O:6])=[C:11]([NH:10][C:22]2[CH:27]=[CH:26][C:25]([I:28])=[CH:24][C:23]=2[F:29])[C:19]=1[F:20]. The catalyst class is: 134.